This data is from Full USPTO retrosynthesis dataset with 1.9M reactions from patents (1976-2016). The task is: Predict the reactants needed to synthesize the given product. Given the product [CH:22]1([CH2:21][CH:15]([C:9]2[CH:14]=[CH:13][CH:12]=[CH:11][CH:10]=2)[C:16]([O:18][CH3:19])=[O:17])[CH2:25][CH2:24][CH2:23]1, predict the reactants needed to synthesize it. The reactants are: C(NC(C)C)(C)C.[Li].[C:9]1([CH2:15][C:16]([O:18][CH3:19])=[O:17])[CH:14]=[CH:13][CH:12]=[CH:11][CH:10]=1.Br[CH2:21][CH:22]1[CH2:25][CH2:24][CH2:23]1.[Li+].[I-].